Dataset: Catalyst prediction with 721,799 reactions and 888 catalyst types from USPTO. Task: Predict which catalyst facilitates the given reaction. (1) Reactant: [OH-].[Na+].O.C([O:6][C:7]([C:9]1[N:10]([C:30]2[CH:35]=[CH:34][C:33]([O:36][CH:37]([CH3:39])[CH3:38])=[CH:32][CH:31]=2)[C:11]2[C:16]([C:17]=1[Cl:18])=[CH:15][C:14]([O:19][C:20]1[CH:25]=[CH:24][C:23]([C:26]([F:29])([F:28])[F:27])=[CH:22][CH:21]=1)=[CH:13][CH:12]=2)=[O:8])C.Cl. Product: [Cl:18][C:17]1[C:16]2[C:11](=[CH:12][CH:13]=[C:14]([O:19][C:20]3[CH:25]=[CH:24][C:23]([C:26]([F:29])([F:27])[F:28])=[CH:22][CH:21]=3)[CH:15]=2)[N:10]([C:30]2[CH:35]=[CH:34][C:33]([O:36][CH:37]([CH3:38])[CH3:39])=[CH:32][CH:31]=2)[C:9]=1[C:7]([OH:8])=[O:6]. The catalyst class is: 2. (2) Reactant: [Cl:1][C:2]1[CH:7]=[CH:6][CH:5]=[CH:4][C:3]=1[CH2:8][S:9]([NH:12]CC1C=CC(OC)=CC=1OC)(=[O:11])=[O:10].C[Li].[CH3:26][C:27]([CH3:29])=[O:28].FC(F)(F)C(O)=O. Product: [Cl:1][C:2]1[CH:7]=[CH:6][CH:5]=[CH:4][C:3]=1[CH:8]([S:9]([NH2:12])(=[O:10])=[O:11])[C:27]([OH:28])([CH3:29])[CH3:26]. The catalyst class is: 165.